Dataset: Full USPTO retrosynthesis dataset with 1.9M reactions from patents (1976-2016). Task: Predict the reactants needed to synthesize the given product. (1) Given the product [CH2:19]([C:23]1[S:24][C:25]([C:2]2[CH:7]=[CH:6][N:5]=[C:4]([NH:8][CH:9]3[CH2:14][C:13]([CH3:16])([CH3:15])[NH:12][C:11]([CH3:18])([CH3:17])[CH2:10]3)[N:3]=2)=[CH:26][CH:27]=1)[CH2:20][CH2:21][CH3:22], predict the reactants needed to synthesize it. The reactants are: Cl[C:2]1[CH:7]=[CH:6][N:5]=[C:4]([NH:8][CH:9]2[CH2:14][C:13]([CH3:16])([CH3:15])[NH:12][C:11]([CH3:18])([CH3:17])[CH2:10]2)[N:3]=1.[CH2:19]([C:23]1[S:24][CH:25]=[CH:26][CH:27]=1)[CH2:20][CH2:21][CH3:22]. (2) The reactants are: [NH2:1][C:2]1[CH:7]=[CH:6][CH:5]=[CH:4][C:3]=1[NH:8][C:9](=[O:26])[CH2:10][CH2:11][CH2:12][CH2:13][CH2:14][N:15]1[CH2:23][C:22]2[C:17](=[CH:18][CH:19]=[CH:20][C:21]=2Br)[C:16]1=[O:25].[N:27]1[CH:32]=[CH:31][CH:30]=[C:29](B(O)O)[CH:28]=1. Given the product [NH2:1][C:2]1[CH:7]=[CH:6][CH:5]=[CH:4][C:3]=1[NH:8][C:9](=[O:26])[CH2:10][CH2:11][CH2:12][CH2:13][CH2:14][N:15]1[CH2:23][C:22]2[C:17](=[CH:18][CH:19]=[CH:20][C:21]=2[C:29]2[CH:28]=[N:27][CH:32]=[CH:31][CH:30]=2)[C:16]1=[O:25], predict the reactants needed to synthesize it. (3) Given the product [F:32][C:30]([F:31])([F:33])[C:20]1[CH:19]=[C:18]([S:17][CH2:16][C:13]2[CH:14]=[CH:15][C:10]([CH2:9][N:7]3[CH2:8][CH:5]([C:3]([OH:4])=[O:2])[CH2:6]3)=[CH:11][CH:12]=2)[CH:23]=[CH:22][C:21]=1[C:24]1[CH:25]=[CH:26][CH:27]=[CH:28][CH:29]=1, predict the reactants needed to synthesize it. The reactants are: C[O:2][C:3]([CH:5]1[CH2:8][N:7]([CH2:9][C:10]2[CH:15]=[CH:14][C:13]([CH2:16][S:17][C:18]3[CH:23]=[CH:22][C:21]([C:24]4[CH:29]=[CH:28][CH:27]=[CH:26][CH:25]=4)=[C:20]([C:30]([F:33])([F:32])[F:31])[CH:19]=3)=[CH:12][CH:11]=2)[CH2:6]1)=[O:4].O[Li].O. (4) The reactants are: [C:1]1([CH3:32])[CH:6]=[CH:5][C:4]([C:7]2[N:8]=[C:9]3[CH2:23][CH2:22][CH2:21][N:20]([CH2:24][CH2:25][CH2:26][CH2:27][CH2:28][CH2:29][C:30]#[N:31])[C:10]3=[N:11][C:12]=2[C:13]2[CH:18]=[CH:17][C:16]([CH3:19])=[CH:15][CH:14]=2)=[CH:3][CH:2]=1.C(=O)([O-])[O-].[K+].[K+].Cl.[NH2:40][OH:41]. Given the product [C:1]1([CH3:32])[CH:2]=[CH:3][C:4]([C:7]2[N:8]=[C:9]3[CH2:23][CH2:22][CH2:21][N:20]([CH2:24][CH2:25][CH2:26][CH2:27][CH2:28][CH2:29]/[C:30](=[N:40]/[OH:41])/[NH2:31])[C:10]3=[N:11][C:12]=2[C:13]2[CH:18]=[CH:17][C:16]([CH3:19])=[CH:15][CH:14]=2)=[CH:5][CH:6]=1, predict the reactants needed to synthesize it. (5) Given the product [CH3:1][C:2]1([CH3:26])[O:6][C@@H:5]([CH2:7][O:8][C:9]2[CH:10]=[C:11]([CH3:25])[C:12]([C:16]3[CH:21]=[CH:20][CH:19]=[C:18]([CH2:22][NH:27][C:28]4[CH:29]=[C:30]5[C:34](=[CH:35][CH:36]=4)[CH:33]([CH2:37][C:38]([O:40][CH3:41])=[O:39])[C:32]4([CH2:43][CH2:42]4)[CH2:31]5)[C:17]=3[CH3:24])=[C:13]([CH3:15])[CH:14]=2)[CH2:4][O:3]1, predict the reactants needed to synthesize it. The reactants are: [CH3:1][C:2]1([CH3:26])[O:6][C@@H:5]([CH2:7][O:8][C:9]2[CH:14]=[C:13]([CH3:15])[C:12]([C:16]3[CH:21]=[CH:20][CH:19]=[C:18]([CH:22]=O)[C:17]=3[CH3:24])=[C:11]([CH3:25])[CH:10]=2)[CH2:4][O:3]1.[NH2:27][C:28]1[CH:29]=[C:30]2[C:34](=[CH:35][CH:36]=1)[CH:33]([CH2:37][C:38]([O:40][CH3:41])=[O:39])[C:32]1([CH2:43][CH2:42]1)[CH2:31]2.C(O)(=O)C.C(O[BH-](OC(=O)C)OC(=O)C)(=O)C.[Na+]. (6) Given the product [Br:1][C:2]1[CH:3]=[C:4]([CH:5]=[C:6]([F:8])[CH:7]=1)[O:16][C:17]1[CH:18]=[N:19][CH:20]=[CH:21][CH:22]=1, predict the reactants needed to synthesize it. The reactants are: [Br:1][C:2]1[CH:7]=[C:6]([F:8])[CH:5]=[C:4](F)[CH:3]=1.C(=O)([O-])[O-].[K+].[K+].[OH:16][C:17]1[CH:18]=[N:19][CH:20]=[CH:21][CH:22]=1. (7) The reactants are: [NH2:1][C:2]1[N:7]=[C:6]([CH2:8][N:9]2[C:13]([CH3:15])([CH3:14])[C:12](=[O:16])[N:11]([C:17]3[CH:22]=[CH:21][C:20]([C:23]([CH3:26])([CH3:25])[CH3:24])=[CH:19][CH:18]=3)[C:10]2=[O:27])[CH:5]=[CH:4][N:3]=1.N1C=CC=CC=1.[C:34](Cl)(=[O:42])[O:35][C:36]1[CH:41]=[CH:40][CH:39]=[CH:38][CH:37]=1. Given the product [C:23]([C:20]1[CH:19]=[CH:18][C:17]([N:11]2[C:12](=[O:16])[C:13]([CH3:15])([CH3:14])[N:9]([CH2:8][C:6]3[CH:5]=[CH:4][N:3]=[C:2]([NH:1][C:34](=[O:42])[O:35][C:36]4[CH:41]=[CH:40][CH:39]=[CH:38][CH:37]=4)[N:7]=3)[C:10]2=[O:27])=[CH:22][CH:21]=1)([CH3:26])([CH3:25])[CH3:24], predict the reactants needed to synthesize it. (8) Given the product [Cl:37][C:8]1[C:7]([CH3:14])=[N:6][C:5]2[C:10](=[CH:11][CH:12]=[C:3]([O:2][CH3:1])[CH:4]=2)[N:9]=1, predict the reactants needed to synthesize it. The reactants are: [CH3:1][O:2][C:3]1[CH:4]=[C:5]2[C:10](=[CH:11][CH:12]=1)[NH:9][C:8](=O)[C:7]([C:14](F)(F)F)=[N:6]2.COC1C=C2C(N=C(C(F)(F)F)C(=O)N2)=CC=1.O=P(Cl)(Cl)[Cl:37].